From a dataset of Retrosynthesis with 50K atom-mapped reactions and 10 reaction types from USPTO. Predict the reactants needed to synthesize the given product. (1) Given the product NC(=O)c1cc(N2CCOCC2)ccc1[N+](=O)[O-], predict the reactants needed to synthesize it. The reactants are: C1COCCN1.NC(=O)c1cc(Cl)ccc1[N+](=O)[O-]. (2) Given the product Oc1ccc2ncsc2c1, predict the reactants needed to synthesize it. The reactants are: COc1ccc2ncsc2c1. (3) Given the product CN(N=Cc1c2ccccc2cc2ccccc12)c1ccccc1, predict the reactants needed to synthesize it. The reactants are: CN(N)c1ccccc1.O=Cc1c2ccccc2cc2ccccc12. (4) Given the product COCC(=O)Nc1ccc2c(c1)CCN2c1cc(OC2CCN(C(=O)OC(C)C)CC2)ncn1, predict the reactants needed to synthesize it. The reactants are: CC(C)OC(=O)N1CCC(Oc2cc(N3CCc4cc(N)ccc43)ncn2)CC1.COCC(=O)Cl. (5) The reactants are: CC(NC(=O)c1coc(Cl)n1)c1cc(F)c(NS(C)(=O)=O)c(F)c1.Oc1cccc(C2CC2)c1. Given the product CC(NC(=O)c1coc(Oc2cccc(C3CC3)c2)n1)c1cc(F)c(NS(C)(=O)=O)c(F)c1, predict the reactants needed to synthesize it.